Predict the reactants needed to synthesize the given product. From a dataset of Full USPTO retrosynthesis dataset with 1.9M reactions from patents (1976-2016). (1) Given the product [CH3:15][NH:14][C:12]1[N:13]=[C:8]([C:37]2[CH:36]=[CH:6][C:5]([O:4][CH3:3])=[CH:39][CH:38]=2)[N:9]=[C:10]([N:16]2[CH2:17][CH2:18][CH:19]([C:22]([NH:24][CH2:25][C:26]3[CH:31]=[CH:30][CH:29]=[CH:28][C:27]=3[C:32]([F:33])([F:35])[F:34])=[O:23])[CH2:20][CH2:21]2)[N:11]=1, predict the reactants needed to synthesize it. The reactants are: O1[CH2:6][CH2:5][O:4][CH2:3]C1.Cl[C:8]1[N:13]=[C:12]([NH:14][CH3:15])[N:11]=[C:10]([N:16]2[CH2:21][CH2:20][CH:19]([C:22]([NH:24][CH2:25][C:26]3[CH:31]=[CH:30][CH:29]=[CH:28][C:27]=3[C:32]([F:35])([F:34])[F:33])=[O:23])[CH2:18][CH2:17]2)[N:9]=1.[CH3:36][C:37]1C=CC=[CH:39][C:38]=1B(O)O.C([O-])([O-])=O.[Na+].[Na+]. (2) The reactants are: [CH3:1][O:2][C:3](=[O:15])[CH2:4][CH2:5][CH2:6][CH2:7][CH2:8][CH2:9][CH2:10][CH2:11][CH2:12][CH2:13]Br.[I-:16].[Na+]. Given the product [CH3:1][O:2][C:3](=[O:15])[CH2:4][CH2:5][CH2:6][CH2:7][CH2:8][CH2:9][CH2:10][CH2:11][CH2:12][CH2:13][I:16], predict the reactants needed to synthesize it. (3) Given the product [CH:30]([CH:29]1[C:22]2[C:21](=[CH:26][CH:25]=[CH:24][CH:23]=2)[CH:20]([C:19]([O:18][CH2:15][CH3:16])=[O:40])[CH2:28]1)=[CH2:31], predict the reactants needed to synthesize it. The reactants are: [In].[Cl-].[In+3].[Cl-].[Cl-].[Cl-].[Li+].C(N(C)C)CCC.[C:15]([O:18][CH2:19][CH:20]([CH2:28][CH:29]=[CH:30][CH2:31]OC(=O)C)[C:21]1[CH:26]=[CH:25][CH:24]=[CH:23][C:22]=1I)(=O)[CH3:16].CN(C=[O:40])C.